Dataset: Reaction yield outcomes from USPTO patents with 853,638 reactions. Task: Predict the reaction yield, written as a fraction of the theoretical maximum amount of product (1.0 means a 100% yield; for example, 0.34 means a 34% yield). (1) The catalyst is C(O)C.C1C=CC(P(C2C=CC3C(=CC=CC=3)C=2C2C3C(=CC=CC=3)C=CC=2P(C2C=CC=CC=2)C2C=CC=CC=2)C2C=CC=CC=2)=CC=1. The product is [CH2:1]([O:3][C:4](=[O:18])[CH2:5][C@@H:6]([NH2:17])[CH2:7][C:8]1[CH:13]=[C:12]([F:14])[C:11]([F:15])=[CH:10][C:9]=1[F:16])[CH3:2]. The yield is 0.430. The reactants are [CH2:1]([O:3][C:4](=[O:18])[CH:5]=[C:6]([NH2:17])[CH2:7][C:8]1[CH:13]=[C:12]([F:14])[C:11]([F:15])=[CH:10][C:9]=1[F:16])[CH3:2].C(O)(=O)C. (2) The reactants are [I:1][C:2]1[CH:10]=[CH:9][C:5]([C:6](O)=O)=[C:4]([O:11][CH3:12])[CH:3]=1.[NH:13]([C:15](=[S:17])[NH2:16])[NH2:14].P(Cl)(Cl)(Cl)=O. No catalyst specified. The product is [I:1][C:2]1[CH:10]=[CH:9][C:5]([C:6]2[S:17][C:15]([NH2:16])=[N:13][N:14]=2)=[C:4]([O:11][CH3:12])[CH:3]=1. The yield is 0.160. (3) The reactants are [Cl:1][C:2]1[C:3]([O:13][CH3:14])=[CH:4][C:5]([OH:12])=[C:6]([NH:8][C:9](=[O:11])[CH3:10])[CH:7]=1.C(=O)([O-])[O-].[Cs+].[Cs+].[N+](C1C=C(S(O[CH2:34][C@@H:35]2[CH2:37][O:36]2)(=O)=O)C=CC=1)([O-])=O. The catalyst is CN1CCCC1=O. The product is [Cl:1][C:2]1[C:3]([O:13][CH3:14])=[CH:4][C:5]([O:12][CH2:34][C@@H:35]2[CH2:37][O:36]2)=[C:6]([NH:8][C:9](=[O:11])[CH3:10])[CH:7]=1. The yield is 0.980. (4) The reactants are [C:1]([N:4]1[C:13]2[C:8](=[CH:9][C:10]([C:14]3[CH2:19][CH2:18][N:17](C(OC(C)(C)C)=O)[CH2:16][CH:15]=3)=[CH:11][CH:12]=2)[C@H:7]([NH:27][C:28]2[N:33]=[CH:32][CH:31]=[CH:30][N:29]=2)[C@@H:6]([CH3:34])[C@@H:5]1[CH:35]1[CH2:37][CH2:36]1)(=[O:3])[CH3:2].FC(F)(F)C(O)=O. The catalyst is ClCCl. The product is [CH:35]1([C@H:5]2[C@H:6]([CH3:34])[C@@H:7]([NH:27][C:28]3[N:29]=[CH:30][CH:31]=[CH:32][N:33]=3)[C:8]3[C:13](=[CH:12][CH:11]=[C:10]([C:14]4[CH2:19][CH2:18][NH:17][CH2:16][CH:15]=4)[CH:9]=3)[N:4]2[C:1](=[O:3])[CH3:2])[CH2:37][CH2:36]1. The yield is 0.720. (5) The reactants are Br[C:2]1[C:25](=[O:26])[O:24][C:5]2[C:6]3[CH2:23][C:22]4[CH:21]=[CH:20][CH:19]=[CH:18][C:17]=4[C:7]=3[N:8]([C:11]3[CH:16]=[CH:15][CH:14]=[CH:13][CH:12]=3)[C:9](=[O:10])[C:4]=2[C:3]=1[OH:27].[C:28]1([SH:34])[CH:33]=[CH:32][CH:31]=[CH:30][CH:29]=1.C(=O)([O-])[O-].[K+].[K+]. The catalyst is CN(C)C=O. The product is [OH:27][C:3]1[C:4]2[C:9](=[O:10])[N:8]([C:11]3[CH:16]=[CH:15][CH:14]=[CH:13][CH:12]=3)[C:7]3[C:17]4[CH:18]=[CH:19][CH:20]=[CH:21][C:22]=4[CH2:23][C:6]=3[C:5]=2[O:24][C:25](=[O:26])[C:2]=1[S:34][C:28]1[CH:33]=[CH:32][CH:31]=[CH:30][CH:29]=1. The yield is 0.570. (6) The reactants are C1C2C(COC([NH:18][CH2:19][CH2:20][CH2:21][N:22]([CH3:49])[C:23]([CH2:25][CH2:26][N:27]3[CH2:32][CH2:31][CH:30]([O:33][C:34](=[O:48])[NH:35][C:36]4[CH:41]=[CH:40][CH:39]=[CH:38][C:37]=4[C:42]4[CH:47]=[CH:46][CH:45]=[CH:44][CH:43]=4)[CH2:29][CH2:28]3)=[O:24])=O)C3C(=CC=CC=3)C=2C=CC=1.N1CCCCC1. The catalyst is C(Cl)Cl. The product is [NH2:18][CH2:19][CH2:20][CH2:21][N:22]([CH3:49])[C:23]([CH2:25][CH2:26][N:27]1[CH2:28][CH2:29][CH:30]([O:33][C:34](=[O:48])[NH:35][C:36]2[CH:41]=[CH:40][CH:39]=[CH:38][C:37]=2[C:42]2[CH:43]=[CH:44][CH:45]=[CH:46][CH:47]=2)[CH2:31][CH2:32]1)=[O:24]. The yield is 0.660. (7) The reactants are [OH:1][C:2]1[C:3]([C:18](=O)[CH3:19])=[N:4][N:5]([CH3:17])[C:6]=1[C:7]1[CH:12]=[CH:11][C:10]([C:13]([F:16])([F:15])[F:14])=[CH:9][CH:8]=1.[CH3:21][CH:22]([NH:24][C:25]([C:27]1[S:28][C:29]([C:32]([NH:34][NH2:35])=[O:33])=[CH:30][CH:31]=1)=[O:26])[CH3:23].C1(C)C=CC(S(O)(=O)=O)=CC=1. The catalyst is CC(O)C. The product is [CH3:23][CH:22]([NH:24][C:25]([C:27]1[S:28][C:29]([C:32]([NH:34][N:35]=[C:18]([C:3]2[C:2]([OH:1])=[C:6]([C:7]3[CH:12]=[CH:11][C:10]([C:13]([F:16])([F:15])[F:14])=[CH:9][CH:8]=3)[N:5]([CH3:17])[N:4]=2)[CH3:19])=[O:33])=[CH:30][CH:31]=1)=[O:26])[CH3:21]. The yield is 0.420. (8) The reactants are O=[C:2]1[CH2:6][CH2:5][C@@H:4]([C:7]([OH:9])=[O:8])[N:3]1[C:10]([OH:12])=[O:11].[Li+].[B-](CC)(CC)CC.C(N(C(C)C)C(C)C)C.CN(C1C=CC=CN=1)C.FC(F)(F)C(OC(=O)C(F)(F)F)=O. The catalyst is C1(C)C=CC=CC=1.O. The product is [N:3]1([C:10]([OH:12])=[O:11])[CH:4]([C:7]([OH:9])=[O:8])[CH2:5][CH:6]=[CH:2]1. The yield is 1.00.